Task: Predict which catalyst facilitates the given reaction.. Dataset: Catalyst prediction with 721,799 reactions and 888 catalyst types from USPTO (1) Reactant: [Cl:1][C:2]1[C:10]([C:11]#[N:12])=[CH:9][CH:8]=[C:7]2[C:3]=1[CH:4]=[C:5]([CH2:19][CH2:20][CH3:21])[N:6]2[CH2:13]/[C:14](=[N:17]/[H])/[NH:15][OH:16].C(P1(=O)OP(CCC)(=O)OP(CCC)(=O)O1)CC.[CH3:40][N:41]1[C:45]([C:46]([F:49])([F:48])[F:47])=[C:44]([C:50](O)=O)[CH:43]=[N:42]1.CCN(C(C)C)C(C)C. Product: [Cl:1][C:2]1[C:10]([C:11]#[N:12])=[CH:9][CH:8]=[C:7]2[C:3]=1[CH:4]=[C:5]([CH2:19][CH2:20][CH3:21])[N:6]2[CH2:13][C:14]1[N:17]=[C:50]([C:44]2[CH:43]=[N:42][N:41]([CH3:40])[C:45]=2[C:46]([F:49])([F:47])[F:48])[O:16][N:15]=1. The catalyst class is: 1. (2) Reactant: C1(C)C=CC=CC=1.[CH3:8][N:9]([CH2:11][CH2:12][CH2:13][C:14]1([C:25]2[CH:26]=[CH:27][C:28]([F:31])=[CH:29][CH:30]=2)[O:22][CH2:21][C:20]2[CH:19]=[C:18]([C:23]#[N:24])[CH:17]=[CH:16][C:15]1=2)C.CC(Cl)OC(Cl)=O.C(N(C(C)C)CC)(C)C. Product: [CH3:8][NH:9][CH2:11][CH2:12][CH2:13][C@:14]1([C:25]2[CH:26]=[CH:27][C:28]([F:31])=[CH:29][CH:30]=2)[O:22][CH2:21][C:20]2[CH:19]=[C:18]([C:23]#[N:24])[CH:17]=[CH:16][C:15]1=2. The catalyst class is: 5. (3) The catalyst class is: 2. Reactant: CCN(S(F)(F)[F:7])CC.[Cl:10][C:11]1[CH:21]=[CH:20][C:14]([O:15][CH2:16][CH:17](O)[CH3:18])=[C:13]([CH:22]2[O:26][CH2:25][CH2:24][O:23]2)[CH:12]=1. Product: [Cl:10][C:11]1[CH:21]=[CH:20][C:14]([O:15][CH2:16][CH:17]([F:7])[CH3:18])=[C:13]([CH:22]2[O:26][CH2:25][CH2:24][O:23]2)[CH:12]=1. (4) Reactant: FC(F)(F)S(OS(C(F)(F)F)(=O)=O)(=O)=O.CC1[CH:22]=[CH:21][CH:20]=[C:19](C)[N:18]=1.[Cl:24][C:25]1[CH:26]=[CH:27][C:28]([NH:31][C:32]([C:34]2[C:39]([C:40]([NH:42][C:43]3[CH:48]=[CH:47][C:46]([N:49]4[CH2:54][CH2:53][CH2:52][N:51]([CH2:55][CH2:56]O)[C:50]4=[O:58])=[CH:45][CH:44]=3)=[O:41])=[N:38][CH:37]=[CH:36][N:35]=2)=[O:33])=[N:29][CH:30]=1.N1CCCC1. Product: [Cl:24][C:25]1[CH:26]=[CH:27][C:28]([NH:31][C:32]([C:34]2[C:39]([C:40]([NH:42][C:43]3[CH:44]=[CH:45][C:46]([N:49]4[CH2:54][CH2:53][CH2:52][N:51]([CH2:55][CH2:56][N:18]5[CH2:19][CH2:20][CH2:21][CH2:22]5)[C:50]4=[O:58])=[CH:47][CH:48]=3)=[O:41])=[N:38][CH:37]=[CH:36][N:35]=2)=[O:33])=[N:29][CH:30]=1. The catalyst class is: 118. (5) Reactant: S(O)(O)(=O)=O.[OH:6][C:7]1[CH:13]=[CH:12][C:10]([NH2:11])=[CH:9][CH:8]=1.CS(O[CH2:19][C:20]#[C:21][CH3:22])(=O)=O.C([O-])([O-])=O.[Cs+].[Cs+].O. Product: [CH2:19]([O:6][C:7]1[CH:13]=[CH:12][C:10]([NH2:11])=[CH:9][CH:8]=1)[C:20]#[C:21][CH3:22]. The catalyst class is: 3. (6) Reactant: S(=O)(=O)(O)O.[Cl:6][C:7]1[C:8]([CH3:14])=[C:9]([CH:11]=[CH:12][CH:13]=1)N.N([O-])=[O:16].[Na+]. Product: [Cl:6][C:7]1[C:8]([CH3:14])=[C:9]([OH:16])[CH:11]=[CH:12][CH:13]=1. The catalyst class is: 6. (7) Reactant: [Cl:1][C:2]1[C:3]([NH:22][C:23](=[O:31])[CH2:24][CH:25]2[CH2:30][CH2:29][CH2:28][CH2:27][CH2:26]2)=[C:4]2[C:9](=[CH:10][CH:11]=1)[N:8]=[C:7]([N:12]1[CH2:16][CH2:15][C@H:14](OS(C)(=O)=O)[CH2:13]1)[CH:6]=[CH:5]2.[C-:32]#[N:33].[Li+]. The catalyst class is: 9. Product: [Cl:1][C:2]1[C:3]([NH:22][C:23](=[O:31])[CH2:24][CH:25]2[CH2:30][CH2:29][CH2:28][CH2:27][CH2:26]2)=[C:4]2[C:9](=[CH:10][CH:11]=1)[N:8]=[C:7]([N:12]1[CH2:16][CH2:15][C@@H:14]([C:32]#[N:33])[CH2:13]1)[CH:6]=[CH:5]2. (8) Reactant: [C:1]([C:3]1[CH:8]=[CH:7][C:6]([NH:9]C(=O)C(C)(C)C)=[C:5]([CH3:16])[C:4]=1[C:17]([F:20])([F:19])[F:18])#[N:2]. Product: [NH2:9][C:6]1[CH:7]=[CH:8][C:3]([C:1]#[N:2])=[C:4]([C:17]([F:18])([F:19])[F:20])[C:5]=1[CH3:16]. The catalyst class is: 811. (9) Reactant: [NH2:1][C:2]1[N:10]=[CH:9][CH:8]=[CH:7][C:3]=1[C:4]([OH:6])=O.ON1C2C=CC=CC=2N=N1.CCN=C=NCCCN(C)C.[CH2:32]([C:35]1[CH:49]=[CH:48][C:38]([O:39][C:40]2[CH:47]=[CH:46][C:43]([CH2:44][NH2:45])=[CH:42][CH:41]=2)=[CH:37][CH:36]=1)[CH2:33][CH3:34].C(=O)(O)[O-].[Na+]. Product: [CH2:32]([C:35]1[CH:49]=[CH:48][C:38]([O:39][C:40]2[CH:47]=[CH:46][C:43]([CH2:44][NH:45][C:4](=[O:6])[C:3]3[CH:7]=[CH:8][CH:9]=[N:10][C:2]=3[NH2:1])=[CH:42][CH:41]=2)=[CH:37][CH:36]=1)[CH2:33][CH3:34]. The catalyst class is: 3. (10) Reactant: [Cl:1][C:2]1[C:3]2[N:4]([CH:8]=[N:9][CH:10]=2)[CH:5]=[CH:6][N:7]=1.[Li]CCCC.CCCCCC.[I:22]I. Product: [Cl:1][C:2]1[C:3]2[N:4]([C:8]([I:22])=[N:9][CH:10]=2)[CH:5]=[CH:6][N:7]=1. The catalyst class is: 1.